The task is: Predict the reactants needed to synthesize the given product.. This data is from Full USPTO retrosynthesis dataset with 1.9M reactions from patents (1976-2016). (1) Given the product [F:27][C:25]([F:26])([F:28])[C:23]1[CH:22]=[C:5]([CH:4]=[C:3]([C:2]([F:30])([F:29])[F:1])[CH:24]=1)[CH2:6][O:7][CH2:8][C:9]1([CH2:18][CH2:19][CH2:20][NH2:21])[C:17]2[C:12](=[CH:13][CH:14]=[CH:15][CH:16]=2)[CH2:11][O:10]1, predict the reactants needed to synthesize it. The reactants are: [F:1][C:2]([F:30])([F:29])[C:3]1[CH:4]=[C:5]([CH:22]=[C:23]([C:25]([F:28])([F:27])[F:26])[CH:24]=1)[CH2:6][O:7][CH2:8][C:9]1([CH2:18][CH2:19][C:20]#[N:21])[C:17]2[C:12](=[CH:13][CH:14]=[CH:15][CH:16]=2)[CH2:11][O:10]1.[BH4-].[Na+]. (2) Given the product [CH3:24][C:3]1[N:4]2[C:10]([CH:9]([O:12][CH:13]3[CH2:14][CH2:15][N:16]([CH3:19])[CH2:17][CH2:18]3)[C:8]3[CH:20]=[CH:21][CH:22]=[CH:23][C:7]=3[CH2:6][CH2:5]2)=[N:11][C:2]=1[C:36]#[C:35][CH2:34][CH2:33][OH:32], predict the reactants needed to synthesize it. The reactants are: I[C:2]1[N:11]=[C:10]2[N:4]([CH2:5][CH2:6][C:7]3[CH:23]=[CH:22][CH:21]=[CH:20][C:8]=3[CH:9]2[O:12][CH:13]2[CH2:18][CH2:17][N:16]([CH3:19])[CH2:15][CH2:14]2)[C:3]=1[CH3:24].[Si]([O:32][CH2:33][CH2:34][C:35]#[C:36][B-](F)(F)F)(C(C)(C)C)(C)C.[K+].O.C([O-])([O-])=O.[Cs+].[Cs+].